This data is from Catalyst prediction with 721,799 reactions and 888 catalyst types from USPTO. The task is: Predict which catalyst facilitates the given reaction. (1) Reactant: [Cl:1][C:2]1[N:7]=[CH:6][C:5]([C:8](=[O:10])[CH3:9])=[CH:4][CH:3]=1.[CH3:11][Li]. Product: [Cl:1][C:2]1[N:7]=[CH:6][C:5]([C:8]([OH:10])([CH3:11])[CH3:9])=[CH:4][CH:3]=1. The catalyst class is: 1. (2) Product: [Cl:1][C:2]1[C:7]([Cl:8])=[CH:6][C:5]2[N:9]([CH:10]3[CH2:15][CH2:14][N:13]([CH:16]4[CH2:17][CH2:18][O:19][CH2:20][CH2:21]4)[CH2:12][CH2:11]3)[C:23](=[O:24])[NH:22][C:4]=2[CH:3]=1. Reactant: [Cl:1][C:2]1[C:7]([Cl:8])=[CH:6][C:5]([NH:9][CH:10]2[CH2:15][CH2:14][N:13]([CH:16]3[CH2:21][CH2:20][O:19][CH2:18][CH2:17]3)[CH2:12][CH2:11]2)=[C:4]([NH2:22])[CH:3]=1.[C:23](Cl)(Cl)=[O:24].C(N(CC)CC)C. The catalyst class is: 4.